Dataset: Reaction yield outcomes from USPTO patents with 853,638 reactions. Task: Predict the reaction yield, written as a fraction of the theoretical maximum amount of product (1.0 means a 100% yield; for example, 0.34 means a 34% yield). The reactants are Br[C:2]1[CH:3]=[C:4]([N:8]2[CH:13]3[CH2:14][CH2:15][CH:9]2[CH2:10][CH:11]([OH:16])[CH2:12]3)[CH:5]=[CH:6][CH:7]=1.[B:17]1([B:17]2[O:21][C:20]([CH3:23])([CH3:22])[C:19]([CH3:25])([CH3:24])[O:18]2)[O:21][C:20]([CH3:23])([CH3:22])[C:19]([CH3:25])([CH3:24])[O:18]1.C(Cl)Cl.C([O-])(=O)C.[K+]. The catalyst is O1CCOCC1.C1C=CC(P(C2C=CC=CC=2)[C-]2C=CC=C2)=CC=1.C1C=CC(P(C2C=CC=CC=2)[C-]2C=CC=C2)=CC=1.Cl[Pd]Cl.[Fe+2]. The product is [CH3:24][C:19]1([CH3:25])[C:20]([CH3:23])([CH3:22])[O:21][B:17]([C:2]2[CH:3]=[C:4]([N:8]3[CH:13]4[CH2:14][CH2:15][CH:9]3[CH2:10][CH:11]([OH:16])[CH2:12]4)[CH:5]=[CH:6][CH:7]=2)[O:18]1. The yield is 0.550.